Dataset: NCI-60 drug combinations with 297,098 pairs across 59 cell lines. Task: Regression. Given two drug SMILES strings and cell line genomic features, predict the synergy score measuring deviation from expected non-interaction effect. (1) Drug 1: C1=NC2=C(N=C(N=C2N1C3C(C(C(O3)CO)O)O)F)N. Drug 2: B(C(CC(C)C)NC(=O)C(CC1=CC=CC=C1)NC(=O)C2=NC=CN=C2)(O)O. Cell line: IGROV1. Synergy scores: CSS=31.3, Synergy_ZIP=-3.33, Synergy_Bliss=-6.89, Synergy_Loewe=-39.5, Synergy_HSA=-6.85. (2) Drug 1: C1=CC(=CC=C1CCCC(=O)O)N(CCCl)CCCl. Drug 2: C1CC(=O)NC(=O)C1N2C(=O)C3=CC=CC=C3C2=O. Cell line: SNB-75. Synergy scores: CSS=11.0, Synergy_ZIP=-7.49, Synergy_Bliss=-8.35, Synergy_Loewe=-12.8, Synergy_HSA=-8.94.